From a dataset of Reaction yield outcomes from USPTO patents with 853,638 reactions. Predict the reaction yield, written as a fraction of the theoretical maximum amount of product (1.0 means a 100% yield; for example, 0.34 means a 34% yield). (1) The reactants are [C:1](N1C=CN=C1)(N1C=CN=C1)=[O:2].S(O)(O)(=O)=O.[NH2:18][C:19]1[NH:20][CH:21]=[CH:22][N:23]=1.CCN(C(C)C)C(C)C.[CH3:33][C:34]1[C:35]([CH2:41][N:42]([CH2:49][C:50]2[C:55]([CH:56]([CH3:58])[CH3:57])=[CH:54][CH:53]=[CH:52][N:51]=2)[CH:43]2[CH2:48][CH2:47][NH:46][CH2:45][CH2:44]2)=[N:36][CH:37]=[C:38]([CH3:40])[CH:39]=1. The catalyst is CN(C=O)C. The product is [NH:20]1[CH:21]=[CH:22][N:23]=[C:19]1[NH:18][C:1]([N:46]1[CH2:47][CH2:48][CH:43]([N:42]([CH2:41][C:35]2[C:34]([CH3:33])=[CH:39][C:38]([CH3:40])=[CH:37][N:36]=2)[CH2:49][C:50]2[C:55]([CH:56]([CH3:58])[CH3:57])=[CH:54][CH:53]=[CH:52][N:51]=2)[CH2:44][CH2:45]1)=[O:2]. The yield is 0.100. (2) The yield is 0.950. The reactants are C([O:8][C:9]1[CH:10]=[CH:11][C:12]2[O:16][C:15]([C:17]([C:22]3[CH:35]=[CH:34][C:25]([O:26][CH2:27][C:28](=[O:33])[C:29]([CH3:32])([CH3:31])[CH3:30])=[C:24]([CH3:36])[CH:23]=3)([CH2:20][CH3:21])[CH2:18][CH3:19])=[CH:14][C:13]=2[CH:37]=1)C1C=CC=CC=1. The catalyst is [Pd]. The product is [CH2:18]([C:17]([C:22]1[CH:35]=[CH:34][C:25]([O:26][CH2:27][C:28](=[O:33])[C:29]([CH3:30])([CH3:32])[CH3:31])=[C:24]([CH3:36])[CH:23]=1)([C:15]1[O:16][C:12]2[CH:11]=[CH:10][C:9]([OH:8])=[CH:37][C:13]=2[CH:14]=1)[CH2:20][CH3:21])[CH3:19]. (3) The reactants are [CH3:1][CH:2]([C:6](=[O:8])[CH3:7])[C:3](=[O:5])[CH3:4].[CH:9](=O)[C:10]1[CH:15]=[CH:14][CH:13]=[CH:12][CH:11]=1.B(OCCCC)(OCCCC)O[CH2:19][CH2:20][CH2:21]C.[CH2:33](N)[CH2:34][CH2:35][CH3:36]. The catalyst is C(OCC)(=O)C. The product is [CH3:1][CH:2]([C:6](=[O:8])[CH:7]=[CH:36][C:35]1[CH:21]=[CH:20][CH:19]=[CH:33][CH:34]=1)[C:3](=[O:5])[CH:4]=[CH:9][C:10]1[CH:15]=[CH:14][CH:13]=[CH:12][CH:11]=1. The yield is 0.620. (4) The reactants are [Li+].[OH-].C([O:5][C:6]([C:8]12[CH2:25][CH:24]1[CH:23]=[CH:22][CH2:21][CH2:20][CH2:19][CH2:18][N:17]([CH3:26])[C:16](=[O:27])[CH:15]1[CH:11]([CH2:12][CH:13]([O:28][C:29]3[C:38]4[C:33](=[C:34]([CH3:41])[C:35]([O:39][CH3:40])=[CH:36][CH:37]=4)[N:32]=[C:31]([C:42]4[CH:47]=[CH:46][CH:45]=[C:44]([CH:48]([CH3:50])[CH3:49])[N:43]=4)[CH:30]=3)[CH2:14]1)[C:10](=[O:51])[NH:9]2)=[O:7])C.C(O)(=O)C. The catalyst is O.CO.C1COCC1. The product is [CH:48]([C:44]1[N:43]=[C:42]([C:31]2[CH:30]=[C:29]([O:28][CH:13]3[CH2:12][CH:11]4[CH:15]([C:16](=[O:27])[N:17]([CH3:26])[CH2:18][CH2:19][CH2:20][CH2:21][CH:22]=[CH:23][CH:24]5[C:8]([C:6]([OH:7])=[O:5])([NH:9][C:10]4=[O:51])[CH2:25]5)[CH2:14]3)[C:38]3[C:33](=[C:34]([CH3:41])[C:35]([O:39][CH3:40])=[CH:36][CH:37]=3)[N:32]=2)[CH:47]=[CH:46][CH:45]=1)([CH3:50])[CH3:49]. The yield is 0.950. (5) The reactants are [CH3:1][O:2][C:3]1[CH:4]=[C:5]2[C:10](=[CH:11][C:12]=1[O:13][CH3:14])[N:9]=[CH:8][N:7]=[C:6]2[O:15][C:16]1[CH:17]=[C:18]([CH:20]=[CH:21][CH:22]=1)[NH2:19].C(N(CC)C(C)C)(C)C.[C:32]1([C:38]2[O:42][N:41]=[C:40]([NH:43][C:44](=O)[O:45]C3C=CC=CC=3)[CH:39]=2)[CH:37]=[CH:36][CH:35]=[CH:34][CH:33]=1. The catalyst is O1CCCC1.CN(C)C1C=CN=CC=1. The product is [CH3:1][O:2][C:3]1[CH:4]=[C:5]2[C:10](=[CH:11][C:12]=1[O:13][CH3:14])[N:9]=[CH:8][N:7]=[C:6]2[O:15][C:16]1[CH:17]=[C:18]([NH:19][C:44]([NH:43][C:40]2[CH:39]=[C:38]([C:32]3[CH:33]=[CH:34][CH:35]=[CH:36][CH:37]=3)[O:42][N:41]=2)=[O:45])[CH:20]=[CH:21][CH:22]=1. The yield is 0.320. (6) The reactants are Cl[C:2]1[N:7]=[C:6]([NH:8][C@@H:9]([C:11]2[CH:16]=[CH:15][CH:14]=[CH:13][CH:12]=2)[CH3:10])[CH:5]=[N:4][CH:3]=1.[N:17]1[C:21]2[CH:22]=[CH:23][CH:24]=[CH:25][C:20]=2[NH:19][CH:18]=1. No catalyst specified. The product is [N:17]1([C:2]2[N:7]=[C:6]([NH:8][C@@H:9]([C:11]3[CH:16]=[CH:15][CH:14]=[CH:13][CH:12]=3)[CH3:10])[CH:5]=[N:4][CH:3]=2)[C:21]2[CH:22]=[CH:23][CH:24]=[CH:25][C:20]=2[N:19]=[CH:18]1. The yield is 0.590. (7) The reactants are [CH2:1]([C:5]1[N:6]=[C:7]([CH3:35])[N:8]([CH2:31][C:32]([OH:34])=O)[C:9](=[O:30])[C:10]=1[CH2:11][C:12]1[CH:17]=[CH:16][C:15]([C:18]2[CH:23]=[CH:22][CH:21]=[CH:20][C:19]=2[C:24]2[NH:28][C:27](=[O:29])[O:26][N:25]=2)=[CH:14][CH:13]=1)[CH2:2][CH2:3][CH3:4].[NH:36]1[CH2:41][CH2:40][O:39][CH2:38][CH2:37]1.ON1C2C=CC=CC=2N=N1.Cl.C(N=C=NCCCN(C)C)C. The catalyst is C(OCC)(=O)C.CN(C)C=O. The product is [CH2:1]([C:5]1[N:6]=[C:7]([CH3:35])[N:8]([CH2:31][C:32]([N:36]2[CH2:41][CH2:40][O:39][CH2:38][CH2:37]2)=[O:34])[C:9](=[O:30])[C:10]=1[CH2:11][C:12]1[CH:17]=[CH:16][C:15]([C:18]2[CH:23]=[CH:22][CH:21]=[CH:20][C:19]=2[C:24]2[NH:28][C:27](=[O:29])[O:26][N:25]=2)=[CH:14][CH:13]=1)[CH2:2][CH2:3][CH3:4]. The yield is 0.590. (8) The reactants are [Cl:1][C:2]1[CH:3]=[C:4]([CH:6]=[CH:7][CH:8]=1)[NH2:5].[N:9]([O-])=O.[Na+].O.O.Cl[Sn]Cl.[OH-].[Na+]. The catalyst is Cl.O. The product is [Cl:1][C:2]1[CH:3]=[C:4]([NH:5][NH2:9])[CH:6]=[CH:7][CH:8]=1. The yield is 0.720. (9) The reactants are [OH:1][CH2:2][CH:3]([N:15]1[C:21](=[O:22])[CH2:20][CH2:19][N:18]([C:23]2[CH:28]=[CH:27][CH:26]=[C:25]([C:29]([F:32])([F:31])[F:30])[CH:24]=2)[CH2:17][CH2:16]1)[CH2:4][CH2:5][CH2:6][N:7]1[CH2:12][CH2:11][C:10]([OH:14])([CH3:13])[CH2:9][CH2:8]1.I[CH3:34].[H-].[Na+]. No catalyst specified. The product is [OH:14][C:10]1([CH3:13])[CH2:9][CH2:8][N:7]([CH2:6][CH2:5][CH2:4][CH:3]([N:15]2[C:21](=[O:22])[CH2:20][CH2:19][N:18]([C:23]3[CH:28]=[CH:27][CH:26]=[C:25]([C:29]([F:31])([F:30])[F:32])[CH:24]=3)[CH2:17][CH2:16]2)[CH2:2][O:1][CH3:34])[CH2:12][CH2:11]1. The yield is 0.250.